This data is from Forward reaction prediction with 1.9M reactions from USPTO patents (1976-2016). The task is: Predict the product of the given reaction. (1) The product is: [Cl:19][C:16]1[CH:17]=[CH:18][C:13]([O:12][CH2:11][C:8]2[N:7]([CH2:37][CH2:36][CH2:35][CH:32]3[CH2:33][CH2:34][N:29]([C:27]([O:26][C:22]([CH3:25])([CH3:24])[CH3:23])=[O:28])[CH2:30][CH2:31]3)[C:6]3[CH:5]=[CH:4][CH:3]=[C:2]([O:1][CH2:37][CH2:36][CH2:35][CH:32]4[CH2:33][CH2:34][N:29]([C:27]([O:26][C:22]([CH3:23])([CH3:25])[CH3:24])=[O:28])[CH2:30][CH2:31]4)[C:10]=3[N:9]=2)=[CH:14][CH:15]=1. Given the reactants [OH:1][C:2]1[C:10]2[NH:9][C:8]([CH2:11][O:12][C:13]3[CH:18]=[CH:17][C:16]([Cl:19])=[CH:15][CH:14]=3)=[N:7][C:6]=2[CH:5]=[CH:4][CH:3]=1.[H-].[Na+].[C:22]([O:26][C:27]([N:29]1[CH2:34][CH2:33][CH:32]([CH2:35][CH2:36][CH2:37]Br)[CH2:31][CH2:30]1)=[O:28])([CH3:25])([CH3:24])[CH3:23], predict the reaction product. (2) Given the reactants [NH:1]1[CH2:4][CH:3]([NH:5][C:6](=[O:12])[O:7][C:8]([CH3:11])([CH3:10])[CH3:9])[CH2:2]1.C(=O)([O-])[O-].[K+].[K+].[NH2:19][C:20]1[C:25]([S:26](Cl)(=[O:28])=[O:27])=[CH:24][C:23]([Br:30])=[CH:22][N:21]=1, predict the reaction product. The product is: [NH2:19][C:20]1[C:25]([S:26]([N:1]2[CH2:4][CH:3]([NH:5][C:6](=[O:12])[O:7][C:8]([CH3:9])([CH3:11])[CH3:10])[CH2:2]2)(=[O:28])=[O:27])=[CH:24][C:23]([Br:30])=[CH:22][N:21]=1. (3) Given the reactants [N:1]1[N:2]([C:10]2[CH:11]=[C:12]([CH:19]=[C:20]([C:23]([CH3:26])([CH3:25])[CH3:24])[C:21]=2[OH:22])[CH2:13][CH2:14][C:15]([O:17][CH3:18])=[O:16])[N:3]=[C:4]2[CH:9]=[CH:8][CH:7]=[CH:6][C:5]=12.[CH2:27](O)[CH2:28][CH2:29][CH2:30][CH2:31][CH:32](C)[CH3:33].C([Sn](=O)CCCC)CCC, predict the reaction product. The product is: [N:1]1[N:2]([C:10]2[CH:11]=[C:12]([CH:19]=[C:20]([C:23]([CH3:26])([CH3:25])[CH3:24])[C:21]=2[OH:22])[CH2:13][CH2:14][C:15]([O:17][CH2:18][CH2:27][CH2:28][CH2:29][CH2:30][CH2:31][CH2:32][CH3:33])=[O:16])[N:3]=[C:4]2[CH:9]=[CH:8][CH:7]=[CH:6][C:5]=12. (4) Given the reactants C([C:3]1[CH:8]=[CH:7][C:6](C2C=CC=CC=2)=[CH:5][C:4]=1[CH2:15][NH:16][C:17](=[O:24])[C:18]1[CH:23]=[CH:22][CH:21]=[CH:20][CH:19]=1)=O.[C:25]1([CH3:31])[CH:30]=[CH:29][CH:28]=[CH:27][CH:26]=1.[CH2:32]([OH:35])[CH2:33][OH:34], predict the reaction product. The product is: [O:34]1[CH2:33][CH2:32][O:35][CH:31]1[C:25]1[CH:30]=[CH:29][C:28]([C:6]2[CH:7]=[CH:8][CH:3]=[C:4]([CH2:15][NH:16][C:17](=[O:24])[C:18]3[CH:23]=[CH:22][CH:21]=[CH:20][CH:19]=3)[CH:5]=2)=[CH:27][CH:26]=1. (5) Given the reactants Br[C:2]1[CH:10]=[CH:9][CH:8]=[C:7]2[C:3]=1[CH:4]=[CH:5][N:6]2[C:11]1[CH:16]=[CH:15][N:14]=[C:13]([NH:17][CH:18]2[CH2:23][CH2:22][CH:21]([C:24]([N:26]3[CH2:31][CH2:30][CH:29]([OH:32])[CH2:28][CH2:27]3)=[O:25])[CH2:20][CH2:19]2)[N:12]=1.[S:33]1[CH:37]=[CH:36][C:35](B(O)O)=[CH:34]1.[C:41]([O-])([O-])=[O:42].[Na+].[Na+].C1(C)C=CC=CC=1, predict the reaction product. The product is: [NH4+:6].[OH-:25].[CH3:41][OH:42].[OH:32][CH:29]1[CH2:28][CH2:27][N:26]([C:24]([CH:21]2[CH2:20][CH2:19][CH:18]([NH:17][C:13]3[N:12]=[C:11]([N:6]4[C:7]5[C:3](=[C:2]([C:35]6[CH:36]=[CH:37][S:33][CH:34]=6)[CH:10]=[CH:9][CH:8]=5)[CH:4]=[CH:5]4)[CH:16]=[CH:15][N:14]=3)[CH2:23][CH2:22]2)=[O:25])[CH2:31][CH2:30]1. (6) Given the reactants [CH3:1][C:2]1[C:7]([C:8]([OH:10])=O)=[C:6]([CH3:11])[N:5]=[CH:4][N:3]=1.[CH2:12]([N:19]1[CH2:26][CH:25]2[CH:21]([CH2:22][NH:23][CH2:24]2)[CH2:20]1)[C:13]1[CH:18]=[CH:17][CH:16]=[CH:15][CH:14]=1.CCN=C=NCCCN(C)C.C1C=CC2N(O)N=NC=2C=1.CCN(C(C)C)C(C)C, predict the reaction product. The product is: [CH2:12]([N:19]1[CH2:26][CH:25]2[CH2:24][N:23]([C:8]([C:7]3[C:2]([CH3:1])=[N:3][CH:4]=[N:5][C:6]=3[CH3:11])=[O:10])[CH2:22][CH:21]2[CH2:20]1)[C:13]1[CH:14]=[CH:15][CH:16]=[CH:17][CH:18]=1. (7) Given the reactants [Cl:1][C:2]1[CH:3]=[N:4][C:5]2[N:6]([N:8]=[C:9]([C:11]([OH:13])=O)[CH:10]=2)[CH:7]=1.[CH3:14][C:15]1[N:19]2[CH2:20][CH2:21][NH:22][CH:23]([CH3:24])[C:18]2=[N:17][N:16]=1, predict the reaction product. The product is: [Cl:1][C:2]1[CH:3]=[N:4][C:5]2[N:6]([N:8]=[C:9]([C:11]([N:22]3[CH2:21][CH2:20][N:19]4[C:15]([CH3:14])=[N:16][N:17]=[C:18]4[CH:23]3[CH3:24])=[O:13])[CH:10]=2)[CH:7]=1. (8) Given the reactants [NH2:1][C:2]1[CH:7]=[CH:6][C:5]([C:8]([OH:17])([C:13]([F:16])([F:15])[F:14])[C:9]([F:12])([F:11])[F:10])=[CH:4][CH:3]=1.[CH3:18][C:19](OC(C)=O)=O, predict the reaction product. The product is: [CH2:18]([NH:1][C:2]1[CH:3]=[CH:4][C:5]([C:8]([OH:17])([C:9]([F:10])([F:11])[F:12])[C:13]([F:14])([F:15])[F:16])=[CH:6][CH:7]=1)[CH3:19].